From a dataset of Reaction yield outcomes from USPTO patents with 853,638 reactions. Predict the reaction yield, written as a fraction of the theoretical maximum amount of product (1.0 means a 100% yield; for example, 0.34 means a 34% yield). (1) The reactants are Br[C:2]1[CH:3]=[CH:4][C:5]2[O:11][CH2:10][CH2:9][N:8]3[CH:12]=[C:13]([C:15]4[N:19]([CH:20]([CH3:22])[CH3:21])[N:18]=[C:17]([CH3:23])[N:16]=4)[N:14]=[C:7]3[C:6]=2[CH:24]=1.[F:25][C:26]1[N:31]=[CH:30][C:29](B(O)O)=[CH:28][CH:27]=1. No catalyst specified. The product is [F:25][C:26]1[N:31]=[CH:30][C:29]([C:2]2[CH:3]=[CH:4][C:5]3[O:11][CH2:10][CH2:9][N:8]4[CH:12]=[C:13]([C:15]5[N:19]([CH:20]([CH3:22])[CH3:21])[N:18]=[C:17]([CH3:23])[N:16]=5)[N:14]=[C:7]4[C:6]=3[CH:24]=2)=[CH:28][CH:27]=1. The yield is 0.390. (2) The reactants are Cl[C:2]1[CH:7]=[C:6]([O:8][C:9]2[CH:14]=[CH:13][C:12]([NH2:15])=[C:11]([F:16])[CH:10]=2)[CH:5]=[CH:4][N:3]=1.[CH3:17][N:18]1[CH:22]=[CH:21][C:20](B2OC(C)(C)C(C)(C)O2)=[N:19]1.C([O-])([O-])=O.[Na+].[Na+]. The catalyst is COCCOC.O.C1C=CC([P]([Pd]([P](C2C=CC=CC=2)(C2C=CC=CC=2)C2C=CC=CC=2)([P](C2C=CC=CC=2)(C2C=CC=CC=2)C2C=CC=CC=2)[P](C2C=CC=CC=2)(C2C=CC=CC=2)C2C=CC=CC=2)(C2C=CC=CC=2)C2C=CC=CC=2)=CC=1. The product is [F:16][C:11]1[CH:10]=[C:9]([O:8][C:6]2[CH:5]=[CH:4][N:3]=[C:2]([C:21]3[CH:20]=[N:19][N:18]([CH3:17])[CH:22]=3)[CH:7]=2)[CH:14]=[CH:13][C:12]=1[NH2:15]. The yield is 0.560. (3) The reactants are C([O:5][C:6]([C@@H:8]1[CH2:12][CH2:11][S:10](=[O:14])(=[O:13])[N:9]1[CH2:15][C:16]1[CH:21]=[CH:20][CH:19]=[C:18]([CH2:22][O:23][C:24]2[CH:29]=[CH:28][C:27]([C:30]3[CH:35]=[C:34]([F:36])[C:33]([F:37])=[CH:32][C:31]=3[F:38])=[CH:26][CH:25]=2)[CH:17]=1)=[O:7])(C)(C)C.FC(F)(F)C(O)=O. The catalyst is ClCCl. The product is [O:14]=[S:10]1(=[O:13])[CH2:11][CH2:12][C@@H:8]([C:6]([OH:7])=[O:5])[N:9]1[CH2:15][C:16]1[CH:21]=[CH:20][CH:19]=[C:18]([CH2:22][O:23][C:24]2[CH:25]=[CH:26][C:27]([C:30]3[CH:35]=[C:34]([F:36])[C:33]([F:37])=[CH:32][C:31]=3[F:38])=[CH:28][CH:29]=2)[CH:17]=1. The yield is 0.750.